From a dataset of NCI-60 drug combinations with 297,098 pairs across 59 cell lines. Regression. Given two drug SMILES strings and cell line genomic features, predict the synergy score measuring deviation from expected non-interaction effect. (1) Drug 1: C1CCC(C1)C(CC#N)N2C=C(C=N2)C3=C4C=CNC4=NC=N3. Drug 2: C1=CC(=CC=C1CCC2=CNC3=C2C(=O)NC(=N3)N)C(=O)NC(CCC(=O)O)C(=O)O. Cell line: HT29. Synergy scores: CSS=17.3, Synergy_ZIP=-0.113, Synergy_Bliss=-5.62, Synergy_Loewe=-30.5, Synergy_HSA=-8.82. (2) Drug 1: CCN(CC)CCCC(C)NC1=C2C=C(C=CC2=NC3=C1C=CC(=C3)Cl)OC. Drug 2: CC(C)NC(=O)C1=CC=C(C=C1)CNNC.Cl. Cell line: OVCAR-5. Synergy scores: CSS=6.08, Synergy_ZIP=5.54, Synergy_Bliss=7.80, Synergy_Loewe=-8.21, Synergy_HSA=3.07. (3) Drug 1: CC1C(C(=O)NC(C(=O)N2CCCC2C(=O)N(CC(=O)N(C(C(=O)O1)C(C)C)C)C)C(C)C)NC(=O)C3=C4C(=C(C=C3)C)OC5=C(C(=O)C(=C(C5=N4)C(=O)NC6C(OC(=O)C(N(C(=O)CN(C(=O)C7CCCN7C(=O)C(NC6=O)C(C)C)C)C)C(C)C)C)N)C. Drug 2: C1C(C(OC1N2C=C(C(=O)NC2=O)F)CO)O. Cell line: HOP-92. Synergy scores: CSS=18.5, Synergy_ZIP=-0.653, Synergy_Bliss=-0.544, Synergy_Loewe=-0.348, Synergy_HSA=1.88.